Dataset: Reaction yield outcomes from USPTO patents with 853,638 reactions. Task: Predict the reaction yield, written as a fraction of the theoretical maximum amount of product (1.0 means a 100% yield; for example, 0.34 means a 34% yield). (1) The reactants are [N:1]([CH2:4][CH2:5][CH2:6][CH2:7][C:8]([CH3:23])([C:17]1[CH:22]=[CH:21][CH:20]=[CH:19][CH:18]=1)[CH2:9][O:10]C1CCCCO1)=[C:2]=[O:3].[NH2:24][CH2:25][CH2:26][CH2:27][CH2:28][C:29]([CH3:33])([CH3:32])[CH2:30][OH:31]. The catalyst is C(Cl)Cl. The product is [OH:31][CH2:30][C:29]([CH3:33])([CH3:32])[CH2:28][CH2:27][CH2:26][CH2:25][NH:24][C:2]([NH:1][CH2:4][CH2:5][CH2:6][CH2:7][C:8]([CH3:23])([C:17]1[CH:18]=[CH:19][CH:20]=[CH:21][CH:22]=1)[CH2:9][OH:10])=[O:3]. The yield is 0.690. (2) The reactants are Cl[CH2:2][CH2:3][S:4](Cl)(=[O:6])=[O:5].[C:8]([NH2:16])([CH2:11][C:12]([CH3:15])([CH3:14])[CH3:13])([CH3:10])[CH3:9].C(N(CC)CC)C. The catalyst is ClCCl. The product is [CH3:9][C:8]([NH:16][S:4]([CH:3]=[CH2:2])(=[O:6])=[O:5])([CH3:10])[CH2:11][C:12]([CH3:15])([CH3:14])[CH3:13]. The yield is 0.900. (3) The reactants are Cl[CH:2]([C:45]1[CH:50]=[CH:49][C:48]([O:51][CH2:52][CH2:53][CH2:54][CH2:55][CH2:56][CH2:57][CH2:58][CH2:59][CH2:60][CH2:61][CH2:62][CH2:63][O:64][CH2:65][CH2:66][CH2:67][CH2:68][CH2:69][CH2:70][CH2:71][CH2:72][CH2:73][CH2:74][CH2:75][CH2:76][CH2:77][CH2:78][CH2:79][CH2:80][CH2:81][CH2:82][CH2:83][CH2:84][CH2:85][CH3:86])=[CH:47][CH:46]=1)[C:3]1[CH:8]=[CH:7][C:6]([O:9][CH2:10][CH2:11][CH2:12][CH2:13][CH2:14][CH2:15][CH2:16][CH2:17][CH2:18][CH2:19][CH2:20][CH2:21][O:22][CH2:23][CH2:24][CH2:25][CH2:26][CH2:27][CH2:28][CH2:29][CH2:30][CH2:31][CH2:32][CH2:33][CH2:34][CH2:35][CH2:36][CH2:37][CH2:38][CH2:39][CH2:40][CH2:41][CH2:42][CH2:43][CH3:44])=[CH:5][CH:4]=1.CN(C=O)C.[N-:92]=[N+:93]=[N-:94].[Na+]. The catalyst is C(Cl)(Cl)Cl. The product is [N:92]([CH:2]([C:45]1[CH:50]=[CH:49][C:48]([O:51][CH2:52][CH2:53][CH2:54][CH2:55][CH2:56][CH2:57][CH2:58][CH2:59][CH2:60][CH2:61][CH2:62][CH2:63][O:64][CH2:65][CH2:66][CH2:67][CH2:68][CH2:69][CH2:70][CH2:71][CH2:72][CH2:73][CH2:74][CH2:75][CH2:76][CH2:77][CH2:78][CH2:79][CH2:80][CH2:81][CH2:82][CH2:83][CH2:84][CH2:85][CH3:86])=[CH:47][CH:46]=1)[C:3]1[CH:8]=[CH:7][C:6]([O:9][CH2:10][CH2:11][CH2:12][CH2:13][CH2:14][CH2:15][CH2:16][CH2:17][CH2:18][CH2:19][CH2:20][CH2:21][O:22][CH2:23][CH2:24][CH2:25][CH2:26][CH2:27][CH2:28][CH2:29][CH2:30][CH2:31][CH2:32][CH2:33][CH2:34][CH2:35][CH2:36][CH2:37][CH2:38][CH2:39][CH2:40][CH2:41][CH2:42][CH2:43][CH3:44])=[CH:5][CH:4]=1)=[N+:93]=[N-:94]. The yield is 0.890. (4) The reactants are [Br:1][C:2]1[CH:3]=[C:4]([S:8][CH2:9][C:10]([C:12]2[CH:13]=[N:14][CH:15]=[CH:16][CH:17]=2)=O)[CH:5]=[CH:6][CH:7]=1.[OH-].[Na+]. The catalyst is O. The product is [Br:1][C:2]1[C:3]2[C:10]([C:12]3[CH:13]=[N:14][CH:15]=[CH:16][CH:17]=3)=[CH:9][S:8][C:4]=2[CH:5]=[CH:6][CH:7]=1. The yield is 0.380.